The task is: Predict the product of the given reaction.. This data is from Forward reaction prediction with 1.9M reactions from USPTO patents (1976-2016). (1) Given the reactants [NH2:1][C:2]1[C:3]2[S:10][CH:9]=[C:8]([C:11]([NH:13][C:14]3[C:23]([CH3:24])=[CH:22][CH:21]=[C:20]4[C:15]=3[CH:16]=[CH:17][N:18]=[C:19]4[NH:25][C:26]3[CH:31]=[C:30]([C:32]([F:35])([F:34])[F:33])[CH:29]=[C:28]([N:36]4[CH:40]=[C:39]([CH3:41])[N:38]=[CH:37]4)[CH:27]=3)=[O:12])[C:4]=2[N:5]=[CH:6][N:7]=1.[CH:42]1(NC2C3SC=C(C(O)=O)C=3N=CN=2)[CH2:44][CH2:43]1, predict the reaction product. The product is: [CH:42]1([NH:1][C:2]2[C:3]3[S:10][CH:9]=[C:8]([C:11]([NH:13][C:14]4[C:23]([CH3:24])=[CH:22][CH:21]=[C:20]5[C:15]=4[CH:16]=[CH:17][N:18]=[C:19]5[NH:25][C:26]4[CH:31]=[C:30]([C:32]([F:35])([F:34])[F:33])[CH:29]=[C:28]([N:36]5[CH:40]=[C:39]([CH3:41])[N:38]=[CH:37]5)[CH:27]=4)=[O:12])[C:4]=3[N:5]=[CH:6][N:7]=2)[CH2:44][CH2:43]1. (2) Given the reactants O=C1CCC(=O)N1O[C:9]([CH:11]1[CH2:14][C:13](=[O:15])[CH2:12]1)=[O:10].Cl.[Cl:17][C:18]1[C:19]([CH2:24][NH2:25])=[N:20][CH:21]=[CH:22][N:23]=1.C([O-])(O)=O.[Na+].O, predict the reaction product. The product is: [Cl:17][C:18]1[C:19]([CH2:24][NH:25][C:9]([CH:11]2[CH2:12][C:13](=[O:15])[CH2:14]2)=[O:10])=[N:20][CH:21]=[CH:22][N:23]=1.